This data is from Forward reaction prediction with 1.9M reactions from USPTO patents (1976-2016). The task is: Predict the product of the given reaction. The product is: [CH3:28][S:29]([C:32]1[CH:33]=[C:34]2[C:38](=[CH:39][CH:40]=1)[N:37]([NH:41][C:25]([C:21]1[C:22]([CH3:24])=[N:23][C:18]([C:14]3[CH:15]=[CH:16][CH:17]=[C:12]([F:11])[CH:13]=3)=[N:19][CH:20]=1)=[O:26])[CH:36]=[CH:35]2)(=[O:31])=[O:30]. Given the reactants C[Si]([N-][Si](C)(C)C)(C)C.[Na+].[F:11][C:12]1[CH:13]=[C:14]([C:18]2[N:23]=[C:22]([CH3:24])[C:21]([C:25](Cl)=[O:26])=[CH:20][N:19]=2)[CH:15]=[CH:16][CH:17]=1.[CH3:28][S:29]([C:32]1[CH:33]=[C:34]2[C:38](=[CH:39][CH:40]=1)[N:37]([NH2:41])[CH:36]=[CH:35]2)(=[O:31])=[O:30], predict the reaction product.